This data is from Reaction yield outcomes from USPTO patents with 853,638 reactions. The task is: Predict the reaction yield, written as a fraction of the theoretical maximum amount of product (1.0 means a 100% yield; for example, 0.34 means a 34% yield). (1) The reactants are [CH:1]([C:3]1[CH:4]=[C:5]2[C:10](=[CH:11][CH:12]=1)[C:9](=[O:13])[NH:8][N:7]=[CH:6]2)=[CH2:2].C([O-])([O-])=O.[Cs+].[Cs+].Br[CH2:21][C:22]([O:24][CH2:25][CH3:26])=[O:23]. The catalyst is CN(C=O)C. The product is [O:13]=[C:9]1[C:10]2[C:5](=[CH:4][C:3]([CH:1]=[CH2:2])=[CH:12][CH:11]=2)[CH:6]=[N:7][N:8]1[CH2:21][C:22]([O:24][CH2:25][CH3:26])=[O:23]. The yield is 0.450. (2) The catalyst is C(Cl)Cl. The product is [CH2:11]([O:18][C@@H:19]1[CH2:41][C@@H:40]2[C@:35]([CH3:49])([CH2:36][CH2:37][C@H:38]([O:42][CH:43]3[CH2:48][CH2:47][CH2:46][CH2:45][O:44]3)[CH2:39]2)[C@@H:34]2[C@@H:20]1[C@H:21]1[C@:31]([CH3:50])([CH2:32][CH2:33]2)[C@@H:24]([C@H:25]([CH3:30])[CH2:26][CH2:27][CH:28]=[O:29])[CH2:23][CH2:22]1)[C:12]1[CH:13]=[CH:14][CH:15]=[CH:16][CH:17]=1. The reactants are CS(C)=O.C(Cl)(=O)C(Cl)=O.[CH2:11]([O:18][C@@H:19]1[CH2:41][C@@H:40]2[C@:35]([CH3:49])([CH2:36][CH2:37][C@H:38]([O:42][CH:43]3[CH2:48][CH2:47][CH2:46][CH2:45][O:44]3)[CH2:39]2)[C@@H:34]2[C@@H:20]1[C@H:21]1[C@:31]([CH3:50])([CH2:32][CH2:33]2)[C@@H:24]([C@H:25]([CH3:30])[CH2:26][CH2:27][CH2:28][OH:29])[CH2:23][CH2:22]1)[C:12]1[CH:17]=[CH:16][CH:15]=[CH:14][CH:13]=1.C(N(C(C)C)CC)(C)C.C([O-])(O)=O.[Na+]. The yield is 0.970. (3) The reactants are Br[C:2]1[CH:3]=[C:4]2[CH2:10][C@:9]3([CH:15]4[CH2:16][CH2:17][N:12]([CH2:13][CH2:14]4)[CH2:11]3)[O:8][C:5]2=[N:6][CH:7]=1.[CH:18]([C:20]1[CH:25]=[CH:24][CH:23]=[CH:22][N:21]=1)=[CH2:19]. No catalyst specified. The product is [N:21]1[CH:22]=[CH:23][CH:24]=[CH:25][C:20]=1[CH:18]=[CH:19][C:2]1[CH:3]=[C:4]2[CH2:10][C@:9]3([CH:15]4[CH2:16][CH2:17][N:12]([CH2:13][CH2:14]4)[CH2:11]3)[O:8][C:5]2=[N:6][CH:7]=1. The yield is 0.230. (4) The reactants are [Br:1][C:2]1[CH:3]=[C:4]([C:14]([O:16]C)=[O:15])[C:5]2[CH:6]=[CH:7][N:8]([CH:11]([CH3:13])[CH3:12])[C:9]=2[CH:10]=1.[OH-].[Na+].Cl. The catalyst is CO.O1CCCC1.O. The product is [Br:1][C:2]1[CH:3]=[C:4]([C:14]([OH:16])=[O:15])[C:5]2[CH:6]=[CH:7][N:8]([CH:11]([CH3:13])[CH3:12])[C:9]=2[CH:10]=1. The yield is 0.990. (5) The reactants are [O-]P([O-])([O-])=O.[K+].[K+].[K+].C(O)CO.I[C:14]1[C:15]([O:20][CH2:21][CH2:22][CH3:23])=[N:16][CH:17]=[CH:18][CH:19]=1.[CH3:24][C:25]1[CH:30]=[CH:29][CH:28]=[C:27]([C:31]#[C:32][CH:33]=[C:34]2[CH2:39][CH2:38][NH:37][CH2:36][CH2:35]2)[N:26]=1. The catalyst is C(O)CCC.CCOC(C)=O.[Cu]I. The product is [CH3:24][C:25]1[CH:30]=[CH:29][CH:28]=[C:27]([C:31]#[C:32][CH:33]=[C:34]2[CH2:35][CH2:36][N:37]([C:14]3[C:15]([O:20][CH2:21][CH2:22][CH3:23])=[N:16][CH:17]=[CH:18][CH:19]=3)[CH2:38][CH2:39]2)[N:26]=1. The yield is 0.100. (6) The reactants are C[O:2][C:3]1[CH:11]=[CH:10][CH:9]=[C:8]2[C:4]=1[CH2:5][CH2:6]/[C:7]/2=[CH:12]\[C:13]([O:15][CH2:16][CH3:17])=[O:14].C([O-])=O.[NH4+]. The catalyst is CCO. The product is [OH:2][C:3]1[CH:11]=[CH:10][CH:9]=[C:8]2[C:4]=1[CH2:5][CH2:6][CH:7]2[CH2:12][C:13]([O:15][CH2:16][CH3:17])=[O:14]. The yield is 0.780. (7) The reactants are [OH:1][C:2]1[C:11](=[O:12])[C:10]2[C:5](=[CH:6][CH:7]=[CH:8][CH:9]=2)[O:4][C:3]=1[C:13]1[CH:18]=[CH:17][C:16]([O:19][CH2:20][CH2:21][O:22][CH2:23][CH2:24][OH:25])=[CH:15][CH:14]=1.Br[CH2:27][C:28]1[CH:29]=[C:30]([CH:35]=[CH:36][CH:37]=1)[C:31]([O:33][CH3:34])=[O:32].C([O-])([O-])=O.[K+].[K+]. The catalyst is CC(C)=O. The product is [OH:25][CH2:24][CH2:23][O:22][CH2:21][CH2:20][O:19][C:16]1[CH:17]=[CH:18][C:13]([C:3]2[O:4][C:5]3[C:10]([C:11](=[O:12])[C:2]=2[O:1][CH2:27][C:28]2[CH:29]=[C:30]([CH:35]=[CH:36][CH:37]=2)[C:31]([O:33][CH3:34])=[O:32])=[CH:9][CH:8]=[CH:7][CH:6]=3)=[CH:14][CH:15]=1. The yield is 0.860.